Dataset: Full USPTO retrosynthesis dataset with 1.9M reactions from patents (1976-2016). Task: Predict the reactants needed to synthesize the given product. The reactants are: [F:1][C:2]1[CH:3]=[C:4]([CH:6]=[CH:7][CH:8]=1)[NH2:5].CC(C)([O-])C.[K+].C(S[C:18]1[N:23]2[CH:24]=[CH:25][N:26]=[C:22]2[CH:21]=[C:20]([C:27]2[CH:32]=[CH:31][C:30]([O:33][CH3:34])=[C:29]([O:35][CH3:36])[CH:28]=2)[N:19]=1)C. Given the product [F:1][C:2]1[CH:3]=[C:4]([NH:5][C:18]2[N:23]3[CH:24]=[CH:25][N:26]=[C:22]3[CH:21]=[C:20]([C:27]3[CH:32]=[CH:31][C:30]([O:33][CH3:34])=[C:29]([O:35][CH3:36])[CH:28]=3)[N:19]=2)[CH:6]=[CH:7][CH:8]=1, predict the reactants needed to synthesize it.